From a dataset of Full USPTO retrosynthesis dataset with 1.9M reactions from patents (1976-2016). Predict the reactants needed to synthesize the given product. Given the product [NH2:29][C@@H:30]([CH2:31][S:32][CH:5]1[CH2:6][C:2](=[O:1])[N:3]([CH2:8][CH2:9][CH2:10][CH2:11][CH2:12][C:13]([NH:15][CH2:16][CH2:17][C:18]2[C:26]3[C:21](=[CH:22][CH:23]=[C:24]([O:27][CH3:28])[CH:25]=3)[NH:20][CH:19]=2)=[O:14])[C:4]1=[O:7])[C:33]([OH:35])=[O:34], predict the reactants needed to synthesize it. The reactants are: [O:1]=[C:2]1[CH:6]=[CH:5][C:4](=[O:7])[N:3]1[CH2:8][CH2:9][CH2:10][CH2:11][CH2:12][C:13]([NH:15][CH2:16][CH2:17][C:18]1[C:26]2[C:21](=[CH:22][CH:23]=[C:24]([O:27][CH3:28])[CH:25]=2)[NH:20][CH:19]=1)=[O:14].[NH2:29][C@H:30]([C:33]([OH:35])=[O:34])[CH2:31][SH:32].